The task is: Regression. Given a peptide amino acid sequence and an MHC pseudo amino acid sequence, predict their binding affinity value. This is MHC class II binding data.. This data is from Peptide-MHC class II binding affinity with 134,281 pairs from IEDB. (1) The peptide sequence is EDKREMWMACIKELH. The MHC is DRB1_0101 with pseudo-sequence DRB1_0101. The binding affinity (normalized) is 0.652. (2) The peptide sequence is AAWGGSGSEAYQGVQ. The MHC is HLA-DPA10201-DPB10101 with pseudo-sequence HLA-DPA10201-DPB10101. The binding affinity (normalized) is 0.253. (3) The peptide sequence is QKRGIVKENIIDLTKI. The MHC is HLA-DQA10501-DQB10301 with pseudo-sequence HLA-DQA10501-DQB10301. The binding affinity (normalized) is 0.239. (4) The peptide sequence is CMTVQGGETMNSVIQ. The MHC is H-2-IAb with pseudo-sequence H-2-IAb. The binding affinity (normalized) is 0.357. (5) The peptide sequence is YVLARPKLRPITGDD. The MHC is HLA-DQA10501-DQB10301 with pseudo-sequence HLA-DQA10501-DQB10301. The binding affinity (normalized) is 0.0674.